Dataset: Catalyst prediction with 721,799 reactions and 888 catalyst types from USPTO. Task: Predict which catalyst facilitates the given reaction. (1) Reactant: [N:1]1[CH:6]=[CH:5][CH:4]=[C:3]([C:7]2[CH:11]=[C:10]([C:12]([F:15])([F:14])[F:13])[N:9]([C:16]3[CH:17]=[CH:18][C:19]([NH2:22])=[N:20][CH:21]=3)[N:8]=2)[CH:2]=1.[Br:23][C:24]1[CH:25]=[C:26]([CH:30]=[CH:31][CH:32]=1)[C:27](Cl)=[O:28].O. The catalyst class is: 17. Product: [N:1]1[CH:6]=[CH:5][CH:4]=[C:3]([C:7]2[CH:11]=[C:10]([C:12]([F:15])([F:13])[F:14])[N:9]([C:16]3[CH:17]=[CH:18][C:19]([NH2:22])=[N:20][CH:21]=3)[N:8]=2)[CH:2]=1.[Br:23][C:24]1[CH:25]=[C:26]([CH:30]=[CH:31][CH:32]=1)[C:27]([NH:22][C:19]1[CH:18]=[CH:17][C:16]([N:9]2[C:10]([C:12]([F:15])([F:13])[F:14])=[CH:11][C:7]([C:3]3[CH:2]=[N:1][CH:6]=[CH:5][CH:4]=3)=[N:8]2)=[CH:21][N:20]=1)=[O:28]. (2) Reactant: C1(P(C2C=CC=CC=2)C2C=CC=CC=2)C=CC=CC=1.N(C(OCC)=O)=NC(OCC)=O.[C:32]([O:36][C:37]([N:39]1[CH:44]([CH2:45][OH:46])[CH2:43][CH:42]2[CH:40]1[CH2:41]2)=[O:38])([CH3:35])([CH3:34])[CH3:33].O[C:48]1[CH:49]=[N:50][CH:51]=[CH:52][CH:53]=1. Product: [C:32]([O:36][C:37]([N:39]1[CH:44]([CH2:45][O:46][C:48]2[CH:49]=[N:50][CH:51]=[CH:52][CH:53]=2)[CH2:43][CH:42]2[CH:40]1[CH2:41]2)=[O:38])([CH3:35])([CH3:34])[CH3:33]. The catalyst class is: 7. (3) Product: [CH2:1]([O:3][C:4]([C:6]1[N:7]([CH2:13][C:14](=[O:15])[C:16]2[CH:21]=[CH:20][C:19]([CH:22]3[CH2:27][CH2:26][N:25]([C:28](=[O:33])[C:29]([F:32])([F:30])[F:31])[CH2:24][CH2:23]3)=[CH:18][CH:17]=2)[CH:8]=[C:9]([F:11])[CH:10]=1)=[O:5])[CH3:2]. The catalyst class is: 21. Reactant: [CH2:1]([O:3][C:4]([C:6]1[NH:7][CH:8]=[C:9]([F:11])[CH:10]=1)=[O:5])[CH3:2].Br[CH2:13][C:14]([C:16]1[CH:21]=[CH:20][C:19]([CH:22]2[CH2:27][CH2:26][N:25]([C:28](=[O:33])[C:29]([F:32])([F:31])[F:30])[CH2:24][CH2:23]2)=[CH:18][CH:17]=1)=[O:15].C(=O)([O-])[O-].[K+].[K+].